Dataset: Full USPTO retrosynthesis dataset with 1.9M reactions from patents (1976-2016). Task: Predict the reactants needed to synthesize the given product. (1) Given the product [Br:1][CH2:2][CH2:3][CH2:4][CH2:5][N:6]([O:18][C:19]([C:32]1[CH:37]=[CH:36][CH:35]=[CH:34][CH:33]=1)([C:26]1[CH:27]=[CH:28][CH:29]=[CH:30][CH:31]=1)[C:20]1[CH:21]=[CH:22][CH:23]=[CH:24][CH:25]=1)[C:7](=[O:17])[CH2:8][S:9]([C:10]1[CH:15]=[CH:14][C:13]([F:16])=[CH:12][CH:11]=1)(=[O:46])=[O:49], predict the reactants needed to synthesize it. The reactants are: [Br:1][CH2:2][CH2:3][CH2:4][CH2:5][N:6]([O:18][C:19]([C:32]1[CH:37]=[CH:36][CH:35]=[CH:34][CH:33]=1)([C:26]1[CH:31]=[CH:30][CH:29]=[CH:28][CH:27]=1)[C:20]1[CH:25]=[CH:24][CH:23]=[CH:22][CH:21]=1)[C:7](=[O:17])[CH2:8][S:9][C:10]1[CH:15]=[CH:14][C:13]([F:16])=[CH:12][CH:11]=1.C1C=C(Cl)C=C(C(OO)=[O:46])C=1.[OH2:49]. (2) Given the product [Cl:20][C:19]1[N:8]2[CH:9]=[C:10]([C:24]3[CH:25]=[N:21][NH:22][CH:23]=3)[CH:11]=[C:12]([NH:13][S:14]([CH3:17])(=[O:16])=[O:15])[C:7]2=[N:6][C:5]=1[C:3]([OH:2])=[O:4], predict the reactants needed to synthesize it. The reactants are: C[O:2][C:3]([C:5]1[N:6]=[C:7]2[C:12]([NH:13][S:14]([CH3:17])(=[O:16])=[O:15])=[CH:11][C:10](Br)=[CH:9][N:8]2[C:19]=1[Cl:20])=[O:4].[NH:21]1[CH:25]=[C:24](B(O)O)[CH:23]=[N:22]1.BrC1C=C(NS(C)(=O)=O)C2N(C(Cl)=C(C(O)=O)N=2)C=1.